Task: Predict the reaction yield, written as a fraction of the theoretical maximum amount of product (1.0 means a 100% yield; for example, 0.34 means a 34% yield).. Dataset: Reaction yield outcomes from USPTO patents with 853,638 reactions (1) The reactants are [F:1][C:2]1[C:7]([F:8])=[C:6](OS(C(F)(F)F)(=O)=O)[CH:5]=[CH:4][C:3]=1[C:17]1[S:21][C:20]([N:22]2[CH2:25][C:24]3([CH2:30][CH2:29][N:28]([C:31]([O:33][C:34]([CH3:37])([CH3:36])[CH3:35])=[O:32])[CH2:27][CH2:26]3)[CH2:23]2)=[N:19][N:18]=1.CC1(C)C(C)(C)OB([C:46]2[CH:47]=[N:48][NH:49][CH:50]=2)O1.C([O-])([O-])=O.[Na+].[Na+]. The catalyst is O1CCOCC1.O.C1C=CC([P]([Pd]([P](C2C=CC=CC=2)(C2C=CC=CC=2)C2C=CC=CC=2)([P](C2C=CC=CC=2)(C2C=CC=CC=2)C2C=CC=CC=2)[P](C2C=CC=CC=2)(C2C=CC=CC=2)C2C=CC=CC=2)(C2C=CC=CC=2)C2C=CC=CC=2)=CC=1. The product is [F:1][C:2]1[C:7]([F:8])=[C:6]([C:46]2[CH:47]=[N:48][NH:49][CH:50]=2)[CH:5]=[CH:4][C:3]=1[C:17]1[S:21][C:20]([N:22]2[CH2:25][C:24]3([CH2:30][CH2:29][N:28]([C:31]([O:33][C:34]([CH3:35])([CH3:37])[CH3:36])=[O:32])[CH2:27][CH2:26]3)[CH2:23]2)=[N:19][N:18]=1. The yield is 0.190. (2) The reactants are [NH2:1][C:2]1[CH:10]=[CH:9][C:5]([C:6]([OH:8])=[O:7])=[CH:4][C:3]=1[C:11]([OH:13])=[O:12].O.[C:15]([C:19]1[CH:27]=[CH:26][C:22]([C:23](Cl)=[O:24])=[CH:21][CH:20]=1)([CH3:18])([CH3:17])[CH3:16]. The catalyst is CC(C)=O. The product is [C:15]([C:19]1[CH:20]=[CH:21][C:22]([C:23]([NH:1][C:2]2[CH:10]=[CH:9][C:5]([C:6]([OH:8])=[O:7])=[CH:4][C:3]=2[C:11]([OH:13])=[O:12])=[O:24])=[CH:26][CH:27]=1)([CH3:18])([CH3:16])[CH3:17]. The yield is 0.290. (3) The product is [NH2:5][C:6]1[N:11]=[C:10]([NH:12][C:13](=[O:33])[C:14]2[CH:19]=[CH:18][CH:17]=[CH:16][C:15]=2[NH:20][C:21](=[O:32])[C:22]2[CH:23]=[CH:24][C:25]([C:28]([CH3:29])([CH3:31])[CH3:30])=[CH:26][CH:27]=2)[CH:9]=[CH:8][CH:7]=1. The catalyst is C(O)C. The yield is 0.300. The reactants are C1(=O)[N:5]([C:6]2[N:11]=[C:10]([NH:12][C:13](=[O:33])[C:14]3[CH:19]=[CH:18][CH:17]=[CH:16][C:15]=3[NH:20][C:21](=[O:32])[C:22]3[CH:27]=[CH:26][C:25]([C:28]([CH3:31])([CH3:30])[CH3:29])=[CH:24][CH:23]=3)[CH:9]=[CH:8][CH:7]=2)C(=O)C2=CC=CC=C12.O.NN. (4) The reactants are [CH3:1][N:2]1[CH2:15][CH2:14][C:5]2[NH:6][C:7]3[CH:8]=[CH:9][C:10]([CH3:13])=[CH:11][C:12]=3[C:4]=2[CH2:3]1.[OH-].[K+].[CH3:18][C:19]1[CH:24]=[N:23][C:22]([CH:25]=[CH2:26])=[CH:21][N:20]=1. The catalyst is CN1CCCC1=O.O. The product is [CH3:1][N:2]1[CH2:15][CH2:14][C:5]2[N:6]([CH2:26][CH2:25][C:22]3[CH:21]=[N:20][C:19]([CH3:18])=[CH:24][N:23]=3)[C:7]3[CH:8]=[CH:9][C:10]([CH3:13])=[CH:11][C:12]=3[C:4]=2[CH2:3]1. The yield is 0.310. (5) The reactants are [F:1][C:2]1[CH:7]=[C:6]([N:8]2[CH:13]=[CH:12][CH:11]=[CH:10][C:9]2=[O:14])[CH:5]=[CH:4][C:3]=1[CH2:15][C:16]([C:18]1[N:22]([C:23]2[CH:28]=[CH:27][C:26]([O:29][CH3:30])=[CH:25][CH:24]=2)[N:21]=[C:20]([C:31]#[N:32])[CH:19]=1)=[O:17].S(O)(O)(=O)=[O:34].C(OCC)(=O)C. The catalyst is O. The product is [F:1][C:2]1[CH:7]=[C:6]([N:8]2[CH:13]=[CH:12][CH:11]=[CH:10][C:9]2=[O:14])[CH:5]=[CH:4][C:3]=1[CH2:15][C:16]([C:18]1[N:22]([C:23]2[CH:24]=[CH:25][C:26]([O:29][CH3:30])=[CH:27][CH:28]=2)[N:21]=[C:20]([C:31]([NH2:32])=[O:34])[CH:19]=1)=[O:17]. The yield is 0.410.